Dataset: Peptide-MHC class I binding affinity with 185,985 pairs from IEDB/IMGT. Task: Regression. Given a peptide amino acid sequence and an MHC pseudo amino acid sequence, predict their binding affinity value. This is MHC class I binding data. (1) The peptide sequence is FPGTGSEFV. The MHC is HLA-A02:01 with pseudo-sequence HLA-A02:01. The binding affinity (normalized) is 0.0847. (2) The peptide sequence is ACQGVGGPSHK. The MHC is HLA-A11:01 with pseudo-sequence HLA-A11:01. The binding affinity (normalized) is 0. (3) The peptide sequence is AMGKPVPYCY. The MHC is HLA-A26:01 with pseudo-sequence HLA-A26:01. The binding affinity (normalized) is 0.00109. (4) The peptide sequence is RRRPVTRPL. The MHC is HLA-A25:01 with pseudo-sequence HLA-A25:01. The binding affinity (normalized) is 0.0847.